Regression. Given a peptide amino acid sequence and an MHC pseudo amino acid sequence, predict their binding affinity value. This is MHC class II binding data. From a dataset of Peptide-MHC class II binding affinity with 134,281 pairs from IEDB. (1) The peptide sequence is TLWQRPVVTIKIGGQLREAL. The MHC is HLA-DQA10301-DQB10302 with pseudo-sequence HLA-DQA10301-DQB10302. The binding affinity (normalized) is 0. (2) The peptide sequence is AEVRSYCYLATVSDLSTK. The MHC is DRB5_0101 with pseudo-sequence DRB5_0101. The binding affinity (normalized) is 0.152.